Dataset: Forward reaction prediction with 1.9M reactions from USPTO patents (1976-2016). Task: Predict the product of the given reaction. (1) Given the reactants [CH3:1][O:2][C:3]1[CH:12]=[CH:11][C:10]([Br:13])=[C:9]2[C:4]=1[CH2:5][CH2:6][NH:7][CH2:8]2.CCN(CC)CC.[C:21](O[C:21]([O:23][C:24]([CH3:27])([CH3:26])[CH3:25])=[O:22])([O:23][C:24]([CH3:27])([CH3:26])[CH3:25])=[O:22], predict the reaction product. The product is: [C:24]([O:23][C:21]([N:7]1[CH2:6][CH2:5][C:4]2[C:9](=[C:10]([Br:13])[CH:11]=[CH:12][C:3]=2[O:2][CH3:1])[CH2:8]1)=[O:22])([CH3:27])([CH3:26])[CH3:25]. (2) Given the reactants [CH3:1][O:2][C:3](=[O:23])[C@@H:4]([CH:17]1[CH2:22][CH2:21][CH2:20][CH2:19][CH2:18]1)[NH:5][C:6](=[O:16])[C:7]1[CH:12]=[CH:11][CH:10]=[CH:9][C:8]=1[N+:13]([O-])=O, predict the reaction product. The product is: [CH3:1][O:2][C:3](=[O:23])[C@H:4]([NH:5][C:6](=[O:16])[C:7]1[CH:12]=[CH:11][CH:10]=[CH:9][C:8]=1[NH2:13])[CH:17]1[CH2:22][CH2:21][CH2:20][CH2:19][CH2:18]1. (3) Given the reactants C[C@@H]1[O:7][C@@H](O[C@@H:9]2[C:14]3=C(O)C4C(=O)C5C(=CC=CC=5OC)C(=O)C=4[C:18](O)=[C:13]3[CH2:12][C@@:11](O)(C(CO)=O)[CH2:10]2)C[C@H](N)[C@@H]1O.Cl.C[C@@H]1O[C@@H](O[C@@H]2C3=C(O)C4C(=O)C5C(=CC=CC=5OC)C(=O)C=4[C:58]([OH:59])=[C:53]3[CH2:52][C@@:51]([OH:77])([C:73]([CH2:75][OH:76])=[O:74])C2)C[C@H](N)[C@@H]1O.C#CCCCC#C.[OH2:87], predict the reaction product. The product is: [CH:14]#[C:9][CH2:10][CH2:11][CH2:12][C:13]#[CH:18].[O:87]=[C:75]1[O:76][C@H:52]([C@H:53]([CH2:58][OH:59])[OH:7])[C:51]([OH:77])=[C:73]1[OH:74]. (4) Given the reactants Cl[C:2]1[N:3]=[CH:4][CH:5]=[C:6]2[CH:10]=[CH:9][NH:8][C:7]=12.CCN(CC)CC.[H][H], predict the reaction product. The product is: [NH:8]1[C:7]2=[CH:2][N:3]=[CH:4][CH:5]=[C:6]2[CH:10]=[CH:9]1. (5) Given the reactants [CH:1]1([C:5]2[CH:10]=[CH:9][C:8]([C:11]3[N:12]=[CH:13][C:14]([NH2:17])=[N:15][CH:16]=3)=[C:7]([F:18])[C:6]=2[O:19][CH2:20][CH:21]2[CH2:23][O:22]2)[CH2:4][CH2:3][CH2:2]1.[CH2:24]([NH2:28])[CH:25]([CH3:27])[CH3:26], predict the reaction product. The product is: [NH2:17][C:14]1[N:15]=[CH:16][C:11]([C:8]2[C:7]([F:18])=[C:6]([C:5]([CH:1]3[CH2:4][CH2:3][CH2:2]3)=[CH:10][CH:9]=2)[O:19][CH2:20][CH:21]([OH:22])[CH2:23][NH:28][CH2:24][CH:25]([CH3:27])[CH3:26])=[N:12][CH:13]=1. (6) Given the reactants [Si:1]([O:8][CH2:9][C@@H:10]([N:13]([CH2:21][C:22](=[O:28])[C:23]([CH:25]1[CH2:27][CH2:26]1)=C)[C:14](=[O:20])[O:15][C:16]([CH3:19])([CH3:18])[CH3:17])[CH:11]=C)([C:4]([CH3:7])([CH3:6])[CH3:5])([CH3:3])[CH3:2].[Si](OC[C@@H]1C=C(C)C(=O)CN1C(OC(C)(C)C)=O)(C(C)(C)C)(C)C, predict the reaction product. The product is: [Si:1]([O:8][CH2:9][C@@H:10]1[CH:11]=[C:23]([CH:25]2[CH2:26][CH2:27]2)[C:22](=[O:28])[CH2:21][N:13]1[C:14]([O:15][C:16]([CH3:19])([CH3:17])[CH3:18])=[O:20])([C:4]([CH3:5])([CH3:7])[CH3:6])([CH3:3])[CH3:2].